This data is from Forward reaction prediction with 1.9M reactions from USPTO patents (1976-2016). The task is: Predict the product of the given reaction. (1) Given the reactants C([O:8][C:9]1[N:14]=[CH:13][C:12]([C:15]2[CH:16]=[CH:17][C:18]3[N:24]=[C:23]([C:25]4[CH:30]=[CH:29][CH:28]=[C:27]([N:31]5[CH:35]=[CH:34][N:33]=[CH:32]5)[CH:26]=4)[CH2:22][C:21](=[O:36])[NH:20][C:19]=3[CH:37]=2)=[CH:11][CH:10]=1)C1C=CC=CC=1, predict the reaction product. The product is: [N:31]1([C:27]2[CH:26]=[C:25]([C:23]3[CH2:22][C:21](=[O:36])[NH:20][C:19]4[CH:37]=[C:15]([C:12]5[CH:11]=[CH:10][C:9](=[O:8])[NH:14][CH:13]=5)[CH:16]=[CH:17][C:18]=4[N:24]=3)[CH:30]=[CH:29][CH:28]=2)[CH:35]=[CH:34][N:33]=[CH:32]1. (2) Given the reactants C(O)(=O)CC(CC(O)=O)(C(O)=O)O.C(O)C(O)C.C1OCOC1CO.[CH3:26][S:27]([C:30]1[CH:31]=[CH:32][C:33]([C@@H:36]([OH:46])[C@H:37]([NH:40][C:41]([CH:43]([Cl:45])[Cl:44])=[O:42])[CH2:38][F:39])=[CH:34][CH:35]=1)(=[O:29])=[O:28].[CH3:47][C:48]1[C:53]([NH:54][C:55]2[N:60]=[CH:59][CH:58]=[CH:57][C:56]=2[C:61]([OH:63])=[O:62])=[CH:52][CH:51]=[CH:50][C:49]=1[C:64]([F:67])([F:66])[F:65].CNC[C@H](O)[C@@H](O)[C@H](O)[C@H](O)CO, predict the reaction product. The product is: [CH3:26][S:27]([C:30]1[CH:31]=[CH:32][C:33]([C@@H:36]([OH:46])[C@H:37]([NH:40][C:41]([CH:43]([Cl:45])[Cl:44])=[O:42])[CH2:38][F:39])=[CH:34][CH:35]=1)(=[O:29])=[O:28].[CH3:47][C:48]1[C:53]([NH:54][C:55]2[N:60]=[CH:59][CH:58]=[CH:57][C:56]=2[C:61]([OH:63])=[O:62])=[CH:52][CH:51]=[CH:50][C:49]=1[C:64]([F:66])([F:65])[F:67]. (3) Given the reactants [O:1]=[C:2]1[CH2:6][CH2:5][CH2:4][N:3]1[C:7]([O:9][C:10]([CH3:13])([CH3:12])[CH3:11])=[O:8].[CH:14](NC(C)C)([CH3:16])[CH3:15].[Li].C(Br)C=C, predict the reaction product. The product is: [CH2:16]([CH:6]1[CH2:5][CH2:4][N:3]([C:7]([O:9][C:10]([CH3:13])([CH3:12])[CH3:11])=[O:8])[C:2]1=[O:1])[CH:14]=[CH2:15]. (4) Given the reactants O=C1CCC(=O)N1O[C:9](=[O:23])[CH2:10][CH2:11][CH2:12][CH2:13][CH:14]1[CH:21]2[CH:17]([NH:18][C:19](=[O:22])[NH:20]2)[CH2:16][S:15]1.Cl.[C:25](=[O:28])(O)[O-:26].[Na+], predict the reaction product. The product is: [O:22]=[C:19]1[NH:18][CH:17]2[CH2:16][S:15][CH:14]([CH2:13][CH2:12][CH2:11][CH2:10][C:9]([NH:18][CH2:17][CH2:21][CH2:14][CH2:13][CH2:12][C:25]([OH:26])=[O:28])=[O:23])[CH:21]2[NH:20]1. (5) Given the reactants [CH3:1][N:2]=[C:3]=[O:4].Cl.[NH2:6][C@H:7]([CH:26]([CH3:28])[CH3:27])[C:8]([N:10]1[CH2:15][CH2:14][C@@:13]([C:17]2[CH:22]=[CH:21][C:20]([Cl:23])=[CH:19][CH:18]=2)([OH:16])[C:12]([CH3:25])([CH3:24])[CH2:11]1)=[O:9].C1COCC1, predict the reaction product. The product is: [Cl:23][C:20]1[CH:19]=[CH:18][C:17]([C@@:13]2([OH:16])[CH2:14][CH2:15][N:10]([C:8](=[O:9])[C@H:7]([NH:6][C:3]([NH:2][CH3:1])=[O:4])[CH:26]([CH3:28])[CH3:27])[CH2:11][C:12]2([CH3:24])[CH3:25])=[CH:22][CH:21]=1. (6) Given the reactants [OH:1][C:2]1[CH:3]=[CH:4][C:5]2[S:11][C:10]3[CH:12]=[CH:13][CH:14]=[CH:15][C:9]=3[CH2:8][C:7](=[O:16])[C:6]=2[CH:17]=1.N1C=CN=C1.[C:23]([Si:27](Cl)([C:34]1[CH:39]=[CH:38][CH:37]=[CH:36][CH:35]=1)[C:28]1[CH:33]=[CH:32][CH:31]=[CH:30][CH:29]=1)([CH3:26])([CH3:25])[CH3:24].O, predict the reaction product. The product is: [Si:27]([O:1][C:2]1[CH:3]=[CH:4][C:5]2[S:11][C:10]3[CH:12]=[CH:13][CH:14]=[CH:15][C:9]=3[CH2:8][C:7](=[O:16])[C:6]=2[CH:17]=1)([C:23]([CH3:26])([CH3:25])[CH3:24])([C:34]1[CH:35]=[CH:36][CH:37]=[CH:38][CH:39]=1)[C:28]1[CH:33]=[CH:32][CH:31]=[CH:30][CH:29]=1. (7) Given the reactants Br[C:2]1[C:3]([CH3:10])=[N:4][C:5]([O:8][CH3:9])=[CH:6][CH:7]=1.[CH2:11]([NH2:14])[CH2:12][NH2:13].CC(C)([O-])C.[Na+], predict the reaction product. The product is: [CH3:9][O:8][C:5]1[N:4]=[C:3]([CH3:10])[C:2]([NH:13][CH2:12][CH2:11][NH2:14])=[CH:7][CH:6]=1. (8) Given the reactants [CH2:1]([O:8][C:9]1[CH:17]=[CH:16][C:12]([C:13]([OH:15])=O)=[CH:11][CH:10]=1)[C:2]1[CH:7]=[CH:6][CH:5]=[CH:4][CH:3]=1.C(Cl)(=O)C(Cl)=O.[CH2:24]1[CH2:31][CH:30]([NH2:32])[C:28](=[O:29])[NH:27][CH2:26][CH2:25]1.C(N(CC)CC)C, predict the reaction product. The product is: [CH2:1]([O:8][C:9]1[CH:10]=[CH:11][C:12]([C:13]([NH:32][CH:30]2[CH2:31][CH2:24][CH2:25][CH2:26][NH:27][C:28]2=[O:29])=[O:15])=[CH:16][CH:17]=1)[C:2]1[CH:3]=[CH:4][CH:5]=[CH:6][CH:7]=1. (9) Given the reactants [CH3:1][O:2][C:3]([O:8][CH3:9])([CH2:6][OH:7])[CH2:4][OH:5].[H-].[Na+].CS(O[CH2:17][CH2:18][CH2:19][CH2:20][CH2:21][CH2:22][CH2:23][CH2:24]/[CH:25]=[CH:26]\[CH2:27]/[CH:28]=[CH:29]\[CH2:30][CH2:31][CH2:32][CH2:33][CH3:34])(=O)=O.[CH2:35](O)[CH3:36], predict the reaction product. The product is: [CH3:1][O:2][C:3]([O:8][CH3:9])([CH2:6][O:7][CH2:32][CH2:31][CH2:30][CH2:29][CH2:28][CH2:27][CH2:26][CH2:25]/[CH:24]=[CH:23]\[CH2:22]/[CH:21]=[CH:20]\[CH2:19][CH2:18][CH2:17][CH2:35][CH3:36])[CH2:4][O:5][CH2:17][CH2:18][CH2:19][CH2:20][CH2:21][CH2:22][CH2:23][CH2:24]/[CH:25]=[CH:26]\[CH2:27]/[CH:28]=[CH:29]\[CH2:30][CH2:31][CH2:32][CH2:33][CH3:34]. (10) Given the reactants [Br:1][C:2]1[CH:3]=[C:4]([C:9]2[C:10]([C:14]3[CH:19]=[CH:18][CH:17]=[C:16]([CH3:20])[N:15]=3)=[N:11][NH:12][CH:13]=2)[CH:5]=[CH:6][C:7]=1[F:8].[H-].[Na+].I[CH3:24].[Cl-].[NH4+], predict the reaction product. The product is: [Br:1][C:2]1[CH:3]=[C:4]([C:9]2[C:10]([C:14]3[CH:19]=[CH:18][CH:17]=[C:16]([CH3:20])[N:15]=3)=[N:11][N:12]([CH3:24])[CH:13]=2)[CH:5]=[CH:6][C:7]=1[F:8].